Predict the reactants needed to synthesize the given product. From a dataset of Full USPTO retrosynthesis dataset with 1.9M reactions from patents (1976-2016). (1) Given the product [ClH:40].[NH2:23][C:22]1[N:21]([CH2:24][CH:25]2[CH2:27][CH2:26]2)[C:20](=[O:28])[N:19]([CH2:29][C:30]2[CH:35]=[CH:34][CH:33]=[CH:32][C:31]=2[F:36])[C:18](=[O:37])[C:17]=1[NH:16][C:15](=[O:38])[CH2:14][C:11]1[CH:10]=[CH:9][C:8]([NH2:7])=[CH:13][CH:12]=1, predict the reactants needed to synthesize it. The reactants are: C(OC(=O)[NH:7][C:8]1[CH:13]=[CH:12][C:11]([CH2:14][C:15](=[O:38])[NH:16][C:17]2[C:18](=[O:37])[N:19]([CH2:29][C:30]3[CH:35]=[CH:34][CH:33]=[CH:32][C:31]=3[F:36])[C:20](=[O:28])[N:21]([CH2:24][CH:25]3[CH2:27][CH2:26]3)[C:22]=2[NH2:23])=[CH:10][CH:9]=1)(C)(C)C.[ClH:40]. (2) The reactants are: ClC1C=CC2SC=C(CN3CCN(C4SC(C(O)=O)=C(C)N=4)C3=O)C=2C=1.[CH3:27][C:28]1[N:29]=[C:30]([N:36]2[CH2:40][CH2:39][N:38]([CH2:41][C:42]3[C:43]([CH3:53])=[N:44][O:45][C:46]=3[C:47]3[CH:52]=[CH:51][CH:50]=[CH:49][CH:48]=3)[C:37]2=[O:54])[S:31][C:32]=1[C:33](O)=[O:34].[NH2:55][CH2:56][C:57]1[CH:58]=[N:59][CH:60]=[CH:61][CH:62]=1. Given the product [CH3:27][C:28]1[N:29]=[C:30]([N:36]2[CH2:40][CH2:39][N:38]([CH2:41][C:42]3[C:43]([CH3:53])=[N:44][O:45][C:46]=3[C:47]3[CH:52]=[CH:51][CH:50]=[CH:49][CH:48]=3)[C:37]2=[O:54])[S:31][C:32]=1[C:33]([NH:55][CH2:56][C:57]1[CH:58]=[N:59][CH:60]=[CH:61][CH:62]=1)=[O:34], predict the reactants needed to synthesize it. (3) Given the product [F:1][C:2]1[CH:7]=[CH:6][C:5]([CH2:8][C:9]([N:13]([O:14][CH3:15])[CH3:12])=[O:11])=[CH:4][CH:3]=1, predict the reactants needed to synthesize it. The reactants are: [F:1][C:2]1[CH:7]=[CH:6][C:5]([CH2:8][C:9]([OH:11])=O)=[CH:4][CH:3]=1.[CH3:12][NH:13][O:14][CH3:15].C(N(CC)CC)C.C(Cl)CCl. (4) Given the product [F:31][C:32]1[CH:37]=[CH:36][C:35]([S:38]([NH:1][C:2]2[CH:3]=[CH:4][C:5]([C:8]3[C:9]4[S:16][C:15]([C:17]5[CH2:18][CH2:19][N:20]([C:23]([N:25]6[CH2:26][CH2:27][O:28][CH2:29][CH2:30]6)=[O:24])[CH2:21][CH:22]=5)=[CH:14][C:10]=4[N:11]=[CH:12][N:13]=3)=[CH:6][CH:7]=2)(=[O:40])=[O:39])=[CH:34][CH:33]=1, predict the reactants needed to synthesize it. The reactants are: [NH2:1][C:2]1[CH:7]=[CH:6][C:5]([C:8]2[C:9]3[S:16][C:15]([C:17]4[CH2:18][CH2:19][N:20]([C:23]([N:25]5[CH2:30][CH2:29][O:28][CH2:27][CH2:26]5)=[O:24])[CH2:21][CH:22]=4)=[CH:14][C:10]=3[N:11]=[CH:12][N:13]=2)=[CH:4][CH:3]=1.[F:31][C:32]1[CH:37]=[CH:36][C:35]([S:38](Cl)(=[O:40])=[O:39])=[CH:34][CH:33]=1. (5) Given the product [C:17]([C:2]1[CH:7]=[C:6]([CH3:8])[C:5]([CH2:9][C:10]([O:12][CH3:13])=[O:11])=[C:4]([CH2:14][CH3:15])[CH:3]=1)#[N:18], predict the reactants needed to synthesize it. The reactants are: Br[C:2]1[CH:7]=[C:6]([CH3:8])[C:5]([CH2:9][C:10]([O:12][CH3:13])=[O:11])=[C:4]([CH2:14][CH3:15])[CH:3]=1.[Cu](C#N)[C:17]#[N:18]. (6) Given the product [F:12][C:4]1[C:5]([O:10][CH3:11])=[CH:6][C:7]([O:8][CH3:9])=[C:2]([F:1])[C:3]=1[C:13]1[N:18]=[CH:17][C:16]2[C:19]([C:37]3[CH:38]=[C:39]4[C:44](=[CH:45][CH:46]=3)[C:43](=[O:47])[NH:42][CH2:41][CH2:40]4)=[N:20][NH:21][C:15]=2[CH:14]=1, predict the reactants needed to synthesize it. The reactants are: [F:1][C:2]1[C:7]([O:8][CH3:9])=[CH:6][C:5]([O:10][CH3:11])=[C:4]([F:12])[C:3]=1[C:13]1[N:18]=[CH:17][C:16]2[C:19](I)=[N:20][N:21](C3CCCCO3)[C:15]=2[CH:14]=1.CC1(C)C(C)(C)OB([C:37]2[CH:38]=[C:39]3[C:44](=[CH:45][CH:46]=2)[C:43](=[O:47])[NH:42][CH2:41][CH2:40]3)O1.